Task: Predict the reaction yield, written as a fraction of the theoretical maximum amount of product (1.0 means a 100% yield; for example, 0.34 means a 34% yield).. Dataset: Reaction yield outcomes from USPTO patents with 853,638 reactions (1) The reactants are Cl.[OH:2][C@H:3]1[CH2:7][NH:6][C@H:5]([C:8]([O:10][CH3:11])=[O:9])[CH2:4]1.[C:12](#[N:15])[CH:13]=[CH2:14].[OH-].[K+]. The catalyst is O. The product is [C:12]([CH2:13][CH2:14][N:6]1[CH2:7][C@H:3]([OH:2])[CH2:4][C@H:5]1[C:8]([O:10][CH3:11])=[O:9])#[N:15]. The yield is 0.460. (2) The reactants are [Cl:1][C:2]1[CH:7]=[CH:6][C:5]([C:8]2[C:13]([C:14](OC)=[O:15])=[CH:12][N:11]=[C:10]([CH3:18])[CH:9]=2)=[C:4]([F:19])[CH:3]=1.[H-].[H-].[H-].[H-].[Li+].[Al+3]. The catalyst is O1CCCC1.[NH4+].[Cl-]. The product is [Cl:1][C:2]1[CH:7]=[CH:6][C:5]([C:8]2[CH:9]=[C:10]([CH3:18])[N:11]=[CH:12][C:13]=2[CH2:14][OH:15])=[C:4]([F:19])[CH:3]=1. The yield is 0.870.